Dataset: Reaction yield outcomes from USPTO patents with 853,638 reactions. Task: Predict the reaction yield, written as a fraction of the theoretical maximum amount of product (1.0 means a 100% yield; for example, 0.34 means a 34% yield). (1) The reactants are [C:1]([O:5][C:6]([NH:8][CH2:9][C@H:10]1[CH2:15][CH2:14][C@H:13]([CH2:16][NH:17][C:18]([C:20]2[C:29]3[C:24](=[CH:25][CH:26]=[CH:27][CH:28]=3)[N:23]=[C:22]([C:30]3[CH:39]=[CH:38][C:33]([C:34]([O:36]C)=[O:35])=[CH:32][CH:31]=3)[CH:21]=2)=[O:19])[CH2:12][CH2:11]1)=[O:7])([CH3:4])([CH3:3])[CH3:2].[OH-].[Li+]. The catalyst is C1COCC1.CS(C)=O. The product is [C:1]([O:5][C:6]([NH:8][CH2:9][C@H:10]1[CH2:15][CH2:14][C@H:13]([CH2:16][NH:17][C:18]([C:20]2[C:29]3[C:24](=[CH:25][CH:26]=[CH:27][CH:28]=3)[N:23]=[C:22]([C:30]3[CH:31]=[CH:32][C:33]([C:34]([OH:36])=[O:35])=[CH:38][CH:39]=3)[CH:21]=2)=[O:19])[CH2:12][CH2:11]1)=[O:7])([CH3:4])([CH3:2])[CH3:3]. The yield is 0.390. (2) The reactants are [C:1]([O:5][C:6]([N:8]1[CH2:13][CH2:12][N:11]([CH2:14][C:15]2[CH:20]=[CH:19][C:18]([NH:21][C:22]3[N:27]=[C:26]([CH2:28][CH2:29][C:30]4[CH:35]=[CH:34][CH:33]=[CH:32][C:31]=4[CH2:36][C:37]([O-])=[O:38])[C:25]([C:40]([F:43])([F:42])[F:41])=[CH:24][N:23]=3)=[CH:17][CH:16]=2)[CH2:10][CH2:9]1)=[O:7])([CH3:4])([CH3:3])[CH3:2].[Li+].[Cl-].[NH4+].C[N:48](C(ON1N=NC2C=CC=NC1=2)=[N+](C)C)C.F[P-](F)(F)(F)(F)F.CCN(C(C)C)C(C)C. The catalyst is CN(C=O)C. The product is [NH2:48][C:37](=[O:38])[CH2:36][C:31]1[CH:32]=[CH:33][CH:34]=[CH:35][C:30]=1[CH2:29][CH2:28][C:26]1[C:25]([C:40]([F:42])([F:43])[F:41])=[CH:24][N:23]=[C:22]([NH:21][C:18]2[CH:19]=[CH:20][C:15]([CH2:14][N:11]3[CH2:12][CH2:13][N:8]([C:6]([O:5][C:1]([CH3:4])([CH3:3])[CH3:2])=[O:7])[CH2:9][CH2:10]3)=[CH:16][CH:17]=2)[N:27]=1. The yield is 0.290.